Predict the reactants needed to synthesize the given product. From a dataset of Full USPTO retrosynthesis dataset with 1.9M reactions from patents (1976-2016). Given the product [C:1]([C:5]1[CH:12]=[CH:11][C:8]([CH:9]=[CH:14][C:15]([OH:17])=[O:16])=[CH:7][CH:6]=1)([CH3:4])([CH3:3])[CH3:2], predict the reactants needed to synthesize it. The reactants are: [C:1]([C:5]1[CH:12]=[CH:11][C:8]([CH:9]=O)=[CH:7][CH:6]=1)([CH3:4])([CH3:3])[CH3:2].C(O)(=O)[CH2:14][C:15]([OH:17])=[O:16].N1C=CC=CC=1.